From a dataset of Catalyst prediction with 721,799 reactions and 888 catalyst types from USPTO. Predict which catalyst facilitates the given reaction. (1) Reactant: [F:1][C:2]([F:47])([F:46])[C:3]1[CH:4]=[C:5]([C@H:13]2[O:17][C:16](=[O:18])[N:15]([CH2:19][C:20]3[C:29]([C:30]4[CH:35]=[C:34]([CH:36]([CH3:38])[CH3:37])[C:33]([F:39])=[CH:32][C:31]=4[O:40][CH3:41])=[CH:28][C:27]4[C:22](=[CH:23][CH:24]=[CH:25][C:26]=4[N+:42]([O-])=O)[CH:21]=3)[C@H:14]2[CH3:45])[CH:6]=[C:7]([C:9]([F:12])([F:11])[F:10])[CH:8]=1. Product: [NH2:42][C:26]1[CH:25]=[CH:24][CH:23]=[C:22]2[C:27]=1[CH:28]=[C:29]([C:30]1[CH:35]=[C:34]([CH:36]([CH3:37])[CH3:38])[C:33]([F:39])=[CH:32][C:31]=1[O:40][CH3:41])[C:20]([CH2:19][N:15]1[C@@H:14]([CH3:45])[C@@H:13]([C:5]3[CH:6]=[C:7]([C:9]([F:10])([F:11])[F:12])[CH:8]=[C:3]([C:2]([F:47])([F:1])[F:46])[CH:4]=3)[O:17][C:16]1=[O:18])=[CH:21]2. The catalyst class is: 350. (2) Reactant: [CH3:1][NH:2][C:3]1[CH:8]=[CH:7][N:6]=[CH:5][CH:4]=1.[N+:9]([C:12]1[CH:13]=[C:14]([CH:18]=[CH:19][CH:20]=1)[C:15](Cl)=[O:16])([O-:11])=[O:10].C(N(CC)C(C)C)(C)C.CN(C1C=CC=CN=1)C. Product: [CH3:1][N:2]([C:3]1[CH:8]=[CH:7][N:6]=[CH:5][CH:4]=1)[C:15](=[O:16])[C:14]1[CH:18]=[CH:19][CH:20]=[C:12]([N+:9]([O-:11])=[O:10])[CH:13]=1. The catalyst class is: 4. (3) Reactant: [NH:1]([C:34]([O:36][CH2:37][CH:38]1[C:50]2[C:45](=[CH:46][CH:47]=[CH:48][CH:49]=2)[C:44]2[C:39]1=[CH:40][CH:41]=[CH:42][CH:43]=2)=[O:35])[C@H:2]([C:14]([N:16]([CH3:33])[C@H:17]([C:25]([NH:27][C@H:28]([C:30]([OH:32])=[O:31])[CH3:29])=[O:26])[CH2:18][C:19]1[CH:24]=[CH:23][CH:22]=[CH:21][CH:20]=1)=[O:15])[CH2:3][C:4](=[O:13])[O:5]CC1C=CC=CC=1.[H][H]. Product: [NH:1]([C:34]([O:36][CH2:37][CH:38]1[C:39]2[C:44](=[CH:43][CH:42]=[CH:41][CH:40]=2)[C:45]2[C:50]1=[CH:49][CH:48]=[CH:47][CH:46]=2)=[O:35])[C@H:2]([C:14]([N:16]([CH3:33])[C@H:17]([C:25]([NH:27][C@H:28]([C:30]([OH:32])=[O:31])[CH3:29])=[O:26])[CH2:18][C:19]1[CH:20]=[CH:21][CH:22]=[CH:23][CH:24]=1)=[O:15])[CH2:3][C:4](=[O:5])[OH:13]. The catalyst class is: 43. (4) Reactant: [S:1]1[CH:5]=[N:4][N:3]=[C:2]1[NH2:6].Cl[C:8]([O:10][C:11]1[CH:16]=[CH:15][CH:14]=[CH:13][CH:12]=1)=[O:9].O. Product: [S:1]1[CH:5]=[N:4][N:3]=[C:2]1[NH:6][C:8](=[O:9])[O:10][C:11]1[CH:16]=[CH:15][CH:14]=[CH:13][CH:12]=1. The catalyst class is: 44. (5) Reactant: [S:1]1[C:5]2[NH:6][C:7]([C:9]([O:11][CH2:12][CH3:13])=[O:10])=[CH:8][C:4]=2[CH:3]=[CH:2]1.CC(O)=O.[Cl:18]N1C(=O)CCC1=O. Product: [Cl:18][C:2]1[S:1][C:5]2[NH:6][C:7]([C:9]([O:11][CH2:12][CH3:13])=[O:10])=[CH:8][C:4]=2[CH:3]=1. The catalyst class is: 22. (6) Reactant: C([Li])C[CH2:3][CH3:4].[CH2:6]1[CH2:10][O:9][CH2:8][CH2:7]1.[CH3:11][N:12](C=O)C.[Cl-].[NH4+].[C:18]([O:21][CH2:22][CH3:23])(=[O:20])[CH3:19]. Product: [CH2:22]([O:21][CH:18]([O:20][CH2:3][CH3:4])[C:19]1[CH:8]=[CH:7][C:6]([CH:10]=[O:9])=[N:12][CH:11]=1)[CH3:23]. The catalyst class is: 93.